This data is from Reaction yield outcomes from USPTO patents with 853,638 reactions. The task is: Predict the reaction yield, written as a fraction of the theoretical maximum amount of product (1.0 means a 100% yield; for example, 0.34 means a 34% yield). (1) The reactants are Cl[C:2]1[CH:11]=[CH:10][N:9]=[C:8]2[C:3]=1[C:4]1[CH:16]=[CH:15][CH:14]=[CH:13][C:5]=1[C:6](=[O:12])[NH:7]2.[Cl:17][C:18]1[CH:19]=[C:20]([NH2:31])[CH:21]=[CH:22][C:23]=1[S:24][C:25]1[N:26]([CH3:30])[CH:27]=[CH:28][N:29]=1.CC(C1C=C(C(C)C)C(C2C=CC=CC=2P(C2CCCCC2)C2CCCCC2)=C(C(C)C)C=1)C.[OH-].[K+]. The catalyst is C(O)(CC)(C)C.CO.CC([O-])=O.CC([O-])=O.[Pd+2]. The product is [Cl:17][C:18]1[CH:19]=[C:20]([NH:31][C:2]2[CH:11]=[CH:10][N:9]=[C:8]3[C:3]=2[C:4]2[CH:16]=[CH:15][CH:14]=[CH:13][C:5]=2[C:6](=[O:12])[NH:7]3)[CH:21]=[CH:22][C:23]=1[S:24][C:25]1[N:26]([CH3:30])[CH:27]=[CH:28][N:29]=1. The yield is 0.0200. (2) The reactants are [NH2:1][C:2]1[CH:7]=[CH:6][C:5]([CH3:8])=[CH:4][C:3]=1[NH:9][CH2:10][CH:11]([OH:20])[CH2:12][C:13]1[CH:18]=[CH:17][C:16]([Cl:19])=[CH:15][CH:14]=1.[NH:21]1[C:29](=[O:30])[C:27](=O)[C:25](=O)[NH:24][C:22]1=[O:23].B(O)(O)O. The catalyst is CC(O)=O. The product is [Cl:19][C:16]1[CH:15]=[CH:14][C:13]([CH2:12][CH:11]([OH:20])[CH2:10][N:9]2[C:25]3[C:27]([C:29](=[O:30])[NH:21][C:22](=[O:23])[N:24]=3)=[N:1][C:2]3[CH:7]=[CH:6][C:5]([CH3:8])=[CH:4][C:3]2=3)=[CH:18][CH:17]=1. The yield is 0.780. (3) The reactants are C[Si]([N-][Si](C)(C)C)(C)C.[Na+].[F:11][C:12]1[CH:17]=[CH:16][C:15]([CH2:18][C:19]([OH:21])=[O:20])=[CH:14][CH:13]=1.[Cl:22][CH2:23][CH2:24][CH2:25][CH2:26]I. The catalyst is C1COCC1. The product is [Cl:22][CH2:23][CH2:24][CH2:25][CH2:26][CH:18]([C:15]1[CH:14]=[CH:13][C:12]([F:11])=[CH:17][CH:16]=1)[C:19]([OH:21])=[O:20]. The yield is 0.840.